Dataset: Forward reaction prediction with 1.9M reactions from USPTO patents (1976-2016). Task: Predict the product of the given reaction. Given the reactants [CH2:1]([O:8][NH:9][C@H:10]1[CH2:15][NH:14][C@H:13]([C:16]([NH2:18])=[O:17])[CH2:12][CH2:11]1)[C:2]1[CH:7]=[CH:6][CH:5]=[CH:4][CH:3]=1.[C:19](=O)([O-])[O-:20].[K+].[K+].ClC(Cl)(OC(=O)OC(Cl)(Cl)Cl)Cl, predict the reaction product. The product is: [O:20]=[C:19]1[N:14]2[CH2:15][CH:10]([CH2:11][CH2:12][CH:13]2[C:16]([NH2:18])=[O:17])[N:9]1[O:8][CH2:1][C:2]1[CH:3]=[CH:4][CH:5]=[CH:6][CH:7]=1.